From a dataset of Full USPTO retrosynthesis dataset with 1.9M reactions from patents (1976-2016). Predict the reactants needed to synthesize the given product. Given the product [CH2:1]([N:8]1[CH2:13][CH2:12][C:11]2([C:21]3[C:16](=[CH:17][CH:18]=[CH:19][C:20]=3[CH:30]([OH:32])[CH3:31])[N:15]([C:23]([O:25][C:26]([CH3:29])([CH3:28])[CH3:27])=[O:24])[CH2:14]2)[CH2:10][CH2:9]1)[C:2]1[CH:7]=[CH:6][CH:5]=[CH:4][CH:3]=1, predict the reactants needed to synthesize it. The reactants are: [CH2:1]([N:8]1[CH2:13][CH2:12][C:11]2([C:21]3[C:16](=[CH:17][CH:18]=[CH:19][C:20]=3Br)[N:15]([C:23]([O:25][C:26]([CH3:29])([CH3:28])[CH3:27])=[O:24])[CH2:14]2)[CH2:10][CH2:9]1)[C:2]1[CH:7]=[CH:6][CH:5]=[CH:4][CH:3]=1.[CH:30](=[O:32])[CH3:31].